Dataset: Catalyst prediction with 721,799 reactions and 888 catalyst types from USPTO. Task: Predict which catalyst facilitates the given reaction. Reactant: [OH:1][CH2:2][C:3]1[CH:4]=[C:5]([N+:11]([O-:13])=[O:12])[CH:6]=[CH:7][C:8]=1SC.[CH:14]1C=C(Cl)C=C(C(OO)=O)C=1.[O-:25][S:26]([O-:28])=O.[Na+].[Na+]. Product: [OH:1][CH2:2][C:3]1[CH:4]=[C:5]([N+:11]([O-:13])=[O:12])[CH:6]=[CH:7][C:8]=1[S:26]([CH3:14])(=[O:28])=[O:25]. The catalyst class is: 61.